The task is: Predict which catalyst facilitates the given reaction.. This data is from Catalyst prediction with 721,799 reactions and 888 catalyst types from USPTO. (1) Reactant: [CH2:1]([N:8]1[CH:12]=[C:11]([C:13]([OH:15])=O)[N:10]=[N:9]1)[C:2]1[CH:7]=[CH:6][CH:5]=[CH:4][CH:3]=1.Cl.O1CCC(C[NH2:23])C1.C(N(CC)CC)C.ON1C2C=CC=CC=2N=N1.Cl.C(N=C=NCCCN(C)C)C. Product: [CH2:1]([N:8]1[CH:12]=[C:11]([C:13]([NH2:23])=[O:15])[N:10]=[N:9]1)[C:2]1[CH:3]=[CH:4][CH:5]=[CH:6][CH:7]=1. The catalyst class is: 22. (2) Reactant: [Cl:1][C:2]1[CH:9]=[CH:8][CH:7]=[C:6]([F:10])[C:3]=1[CH:4]=O.[N+:11]([C:13]1[CH:22]=[CH:21][C:16]2[O:17][CH2:18][CH2:19][O:20][C:15]=2[CH:14]=1)#[C-:12].[CH3:23][O:24][C:25]1[CH:26]=[N:27][C:28]([NH2:31])=[N:29][CH:30]=1.[Br-].C([N+]1C=CN(C)C=1)CCC. Product: [Cl:1][C:2]1[CH:9]=[CH:8][CH:7]=[C:6]([F:10])[C:3]=1[C:4]1[N:31]=[C:28]2[N:29]=[CH:30][C:25]([O:24][CH3:23])=[CH:26][N:27]2[C:12]=1[NH:11][C:13]1[CH:22]=[CH:21][C:16]2[O:17][CH2:18][CH2:19][O:20][C:15]=2[CH:14]=1. The catalyst class is: 243. (3) The catalyst class is: 4. Reactant: Cl[C:2]([O:4][CH3:5])=[O:3].[Cl:6][C:7]1[CH:12]=[CH:11][CH:10]=[CH:9][C:8]=1[C:13]1[N:14]([CH2:29][C:30]([CH3:33])([OH:32])[CH3:31])[C:15]2[C:20]([N:21]=1)=[C:19]([N:22]1[CH2:27][CH2:26][NH:25][CH2:24][CH2:23]1)[N:18]=[C:17]([CH3:28])[N:16]=2.N1C=CC=CC=1. Product: [Cl:6][C:7]1[CH:12]=[CH:11][CH:10]=[CH:9][C:8]=1[C:13]1[N:14]([CH2:29][C:30]([OH:32])([CH3:31])[CH3:33])[C:15]2[C:20]([N:21]=1)=[C:19]([N:22]1[CH2:23][CH2:24][N:25]([C:2]([O:4][CH3:5])=[O:3])[CH2:26][CH2:27]1)[N:18]=[C:17]([CH3:28])[N:16]=2. (4) Reactant: O/[CH:2]=[C:3](\[CH2:8][C:9]1[CH:10]=[N:11][CH:12]=[N:13][CH:14]=1)/[C:4]([O:6]C)=O.OS(C(F)(F)F)(=O)=O.[C:23](=[NH:46])([O:25][CH2:26][CH2:27][C:28]1[CH:33]=[CH:32][C:31]([O:34][C:35]2[CH:40]=[CH:39][C:38]([Cl:41])=[C:37]([C:42]([F:45])([F:44])[F:43])[CH:36]=2)=[CH:30][CH:29]=1)[NH2:24].C([O-])([O-])=O.[K+].[K+]. Product: [Cl:41][C:38]1[CH:39]=[CH:40][C:35]([O:34][C:31]2[CH:32]=[CH:33][C:28]([CH2:27][CH2:26][O:25][C:23]3[NH:46][CH:2]=[C:3]([CH2:8][C:9]4[CH:10]=[N:11][CH:12]=[N:13][CH:14]=4)[C:4](=[O:6])[N:24]=3)=[CH:29][CH:30]=2)=[CH:36][C:37]=1[C:42]([F:43])([F:44])[F:45]. The catalyst class is: 37. (5) Reactant: [CH:1]1[C:6]([C:7]2[CH:12]=[CH:11][C:10]3[C:13]([O:15][C:16](=[O:17])[C:9]=3[CH:8]=2)=[O:14])=[CH:5][C:4]2[C:18]([O:20][C:21](=[O:22])[C:3]=2[CH:2]=1)=[O:19].[CH:23]1[C:28]2[C:29]([O:31][C:32](=[O:33])[C:27]=2[CH:26]=[C:25]2[C:34]([O:36][C:37](=[O:38])[C:24]=12)=[O:35])=[O:30]. Product: [CH:26]1[C:25]2[C:34]([O:36][C:37](=[O:38])[C:24]=2[CH:23]=[C:28]2[C:29]([O:31][C:32](=[O:33])[C:27]=12)=[O:30])=[O:35].[CH:1]1[C:6]([C:7]2[CH:12]=[CH:11][C:10]3[C:13]([O:15][C:16](=[O:17])[C:9]=3[CH:8]=2)=[O:14])=[CH:5][C:4]2[C:18]([O:20][C:21](=[O:22])[C:3]=2[CH:2]=1)=[O:19]. The catalyst class is: 44. (6) Reactant: [NH:1]1[CH:5]=[CH:4][N:3]=[CH:2]1.[H-].[Na+].Br[CH2:9][C:10]([OH:12])=[O:11].Cl. Product: [N:1]1([CH2:9][C:10]([OH:12])=[O:11])[CH:5]=[CH:4][N:3]=[CH:2]1. The catalyst class is: 20. (7) Reactant: N1(C(O[NH:10][C:11]2[CH:16]=[CH:15][CH:14]=[C:13]([C:17]3[CH:18]=[C:19]4[C:25]([C:26]5[C:27]([CH3:40])=[N:28][N:29]([CH2:32][C:33]6[CH:38]=[CH:37][CH:36]=[C:35]([F:39])[CH:34]=6)[C:30]=5[CH3:31])=[CH:24][NH:23][C:20]4=[N:21][CH:22]=3)[CH:12]=2)=O)CCCCC1. Product: [F:39][C:35]1[CH:34]=[C:33]([CH:38]=[CH:37][CH:36]=1)[CH2:32][N:29]1[C:30]([CH3:31])=[C:26]([C:25]2[C:19]3[C:20](=[N:21][CH:22]=[C:17]([C:13]4[CH:12]=[C:11]([NH:10][CH:18]5[CH2:17][CH2:22][NH:21][CH2:20][CH2:19]5)[CH:16]=[CH:15][CH:14]=4)[CH:18]=3)[NH:23][CH:24]=2)[C:27]([CH3:40])=[N:28]1. The catalyst class is: 209. (8) Reactant: [C:1]([C:3]1[CH:4]=[C:5]2[C:10](=[CH:11][C:12]=1[O:13][C:14]1[CH:22]=[CH:21][C:17]([C:18]([OH:20])=O)=[CH:16][CH:15]=1)[O:9][CH2:8][CH2:7][CH:6]2[C:23]([O:25][CH3:26])=[O:24])#[N:2].C(Cl)(=O)C(Cl)=O.C(N(CC)CC)C.[C:40]1([CH:46]2[CH2:48][CH:47]2[NH2:49])[CH:45]=[CH:44][CH:43]=[CH:42][CH:41]=1. Product: [C:40]1([CH:46]2[CH2:48][CH:47]2[NH:49][C:18]([C:17]2[CH:16]=[CH:15][C:14]([O:13][C:12]3[CH:11]=[C:10]4[C:5]([CH:6]([C:23]([O:25][CH3:26])=[O:24])[CH2:7][CH2:8][O:9]4)=[CH:4][C:3]=3[C:1]#[N:2])=[CH:22][CH:21]=2)=[O:20])[CH:45]=[CH:44][CH:43]=[CH:42][CH:41]=1. The catalyst class is: 139. (9) Product: [CH3:12][C:13]([CH3:18])([CH3:17])[C:14]([NH:1][C:2]1[NH:3][C:4](=[O:11])[C:5]2[CH:10]=[CH:9][NH:8][C:6]=2[N:7]=1)=[O:15]. Reactant: [NH2:1][C:2]1[NH:3][C:4](=[O:11])[C:5]2[CH:10]=[CH:9][NH:8][C:6]=2[N:7]=1.[CH3:12][C:13]([CH3:18])([CH3:17])[C:14](Cl)=[O:15]. The catalyst class is: 17. (10) Reactant: [CH3:1][CH:2]1[NH:7][CH2:6][CH:5]([NH:8][C:9](=[O:15])[O:10][C:11]([CH3:14])([CH3:13])[CH3:12])[CH2:4][CH2:3]1.C(=O)([O-])[O-].[K+].[K+].[CH3:22][O:23][C:24]1[CH:31]=[CH:30][C:27]([CH2:28]Cl)=[CH:26][CH:25]=1.O. Product: [CH3:22][O:23][C:24]1[CH:31]=[CH:30][C:27]([CH2:28][N:7]2[C@@H:2]([CH3:1])[CH2:3][CH2:4][C@@H:5]([NH:8][C:9](=[O:15])[O:10][C:11]([CH3:14])([CH3:13])[CH3:12])[CH2:6]2)=[CH:26][CH:25]=1. The catalyst class is: 9.